From a dataset of Forward reaction prediction with 1.9M reactions from USPTO patents (1976-2016). Predict the product of the given reaction. (1) Given the reactants [N:1]1[CH:6]=[CH:5][CH:4]=[CH:3][C:2]=1[C:7]1[O:11][CH:10]=[N:9][CH:8]=1.[C:12]1([CH2:18][CH2:19][CH2:20][CH2:21][S:22][CH2:23][C:24](O)=[O:25])[CH:17]=[CH:16][CH:15]=[CH:14][CH:13]=1, predict the reaction product. The product is: [C:12]1([CH2:18][CH2:19][CH2:20][CH2:21][S:22][CH2:23][C:24]([C:10]2[O:11][C:7]([C:2]3[CH:3]=[CH:4][CH:5]=[CH:6][N:1]=3)=[CH:8][N:9]=2)=[O:25])[CH:17]=[CH:16][CH:15]=[CH:14][CH:13]=1. (2) Given the reactants [CH3:1][C:2]([CH3:34])([CH2:26][O:27]C1CCCCO1)[CH2:3][CH2:4][CH2:5][CH2:6][O:7][C:8](=[O:25])[NH:9][CH2:10][CH2:11][CH2:12][CH2:13][C:14]([CH3:24])([CH3:23])[CH2:15][O:16]C1CCCCO1, predict the reaction product. The product is: [OH:27][CH2:26][C:2]([CH3:34])([CH3:1])[CH2:3][CH2:4][CH2:5][CH2:6][O:7][C:8](=[O:25])[NH:9][CH2:10][CH2:11][CH2:12][CH2:13][C:14]([CH3:23])([CH3:24])[CH2:15][OH:16]. (3) Given the reactants [CH3:1][C:2]1([C:12]2[N:17]=[CH:16][C:15]([NH2:18])=[CH:14][CH:13]=2)[CH2:11][CH2:10][C:5]2([O:9][CH2:8][CH2:7][O:6]2)[CH2:4][CH2:3]1.[CH3:19][C:20]1[N:24]([C:25]2[CH:30]=[CH:29][C:28]([C:31]([F:34])([F:33])[F:32])=[CH:27][N:26]=2)[N:23]=[CH:22][C:21]=1[C:35](Cl)=[O:36].C(N(CC)CC)C.O, predict the reaction product. The product is: [CH3:19][C:20]1[N:24]([C:25]2[CH:30]=[CH:29][C:28]([C:31]([F:34])([F:33])[F:32])=[CH:27][N:26]=2)[N:23]=[CH:22][C:21]=1[C:35]([NH:18][C:15]1[CH:16]=[N:17][C:12]([C:2]2([CH3:1])[CH2:3][CH2:4][C:5]3([O:6][CH2:7][CH2:8][O:9]3)[CH2:10][CH2:11]2)=[CH:13][CH:14]=1)=[O:36]. (4) Given the reactants S(Cl)([Cl:3])=O.[C:5]([OH:24])(=O)[CH2:6][CH2:7][CH2:8][CH2:9][CH2:10][CH2:11][CH2:12]/[CH:13]=[CH:14]\[CH2:15]/[CH:16]=[CH:17]\[CH2:18][CH2:19][CH2:20][CH2:21][CH3:22], predict the reaction product. The product is: [C:5]([Cl:3])(=[O:24])[CH2:6][CH2:7][CH2:8][CH2:9][CH2:10][CH2:11][CH2:12]/[CH:13]=[CH:14]\[CH2:15]/[CH:16]=[CH:17]\[CH2:18][CH2:19][CH2:20][CH2:21][CH3:22]. (5) Given the reactants [CH:1]([C:4]1[C:8]2[CH:9]=[CH:10][C:11]([C:13]([F:16])([F:15])[F:14])=[CH:12][C:7]=2[S:6][C:5]=1[CH:17]=O)([CH3:3])[CH3:2].[C:19]([C:22]1[CH:27]=[CH:26][C:25]([CH:28]=[CH:29][C:30]([O:32][CH3:33])=[O:31])=[C:24]([CH3:34])[CH:23]=1)(=[O:21])[CH3:20], predict the reaction product. The product is: [CH:1]([C:4]1[C:8]2[CH:9]=[CH:10][C:11]([C:13]([F:16])([F:15])[F:14])=[CH:12][C:7]=2[S:6][C:5]=1[CH:17]=[CH:20][C:19]([C:22]1[CH:27]=[CH:26][C:25]([CH:28]=[CH:29][C:30]([O:32][CH3:33])=[O:31])=[C:24]([CH3:34])[CH:23]=1)=[O:21])([CH3:2])[CH3:3]. (6) Given the reactants [CH2:1]([O:3][C:4]1[CH:5]=[C:6]([C:10]2(O)[CH2:15][CH2:14][CH2:13][N:12](C(OC(C)(C)C)=O)[CH2:11]2)[CH:7]=[CH:8][CH:9]=1)[CH3:2].C(O)(C(F)(F)F)=O, predict the reaction product. The product is: [CH2:1]([O:3][C:4]1[CH:5]=[C:6]([C:10]2[CH2:11][NH:12][CH2:13][CH2:14][CH:15]=2)[CH:7]=[CH:8][CH:9]=1)[CH3:2]. (7) Given the reactants [CH2:1]([N:8]1[CH2:12][CH2:11][C:10]([CH2:16]O)([CH2:13][O:14][CH3:15])[CH2:9]1)[C:2]1[CH:7]=[CH:6][CH:5]=[CH:4][CH:3]=1.C1(P(C2C=CC=CC=2)C2C=CC=CC=2)C=CC=CC=1.[C:37]1(=[O:47])[NH:41][C:40](=[O:42])[C:39]2=[CH:43][CH:44]=[CH:45][CH:46]=[C:38]12.N(C(OCC)=O)=NC(OCC)=O, predict the reaction product. The product is: [CH2:1]([N:8]1[CH2:12][CH2:11][C:10]([CH2:16][N:41]2[C:37](=[O:47])[C:38]3[C:39](=[CH:43][CH:44]=[CH:45][CH:46]=3)[C:40]2=[O:42])([CH2:13][O:14][CH3:15])[CH2:9]1)[C:2]1[CH:3]=[CH:4][CH:5]=[CH:6][CH:7]=1.